From a dataset of Full USPTO retrosynthesis dataset with 1.9M reactions from patents (1976-2016). Predict the reactants needed to synthesize the given product. (1) The reactants are: [Li+].[OH-].[Cl:3][C:4]1[CH:5]=[C:6]2[N:13]([CH2:14][O:15][CH2:16][CH2:17][Si:18]([CH3:21])([CH3:20])[CH3:19])[C:12]([O:22][C@H:23]3[C@H:27]4[O:28][CH2:29][C@@H:30]([OH:31])[C@H:26]4[O:25][CH2:24]3)=[N:11][C:7]2=[N:8][C:9]=1I.CC1(C)C(C)(C)OB([C:40]2[CH:47]=[CH:46][C:43]([C:44]#[N:45])=[CH:42][CH:41]=2)O1.CCOC(C)=O.CCCCCC. Given the product [OH:31][C@@H:30]1[CH2:29][O:28][C@@H:27]2[C@H:23]([O:22][C:12]3[N:13]([CH2:14][O:15][CH2:16][CH2:17][Si:18]([CH3:21])([CH3:20])[CH3:19])[C:6]4[C:7]([N:11]=3)=[N:8][C:9]([C:40]3[CH:47]=[CH:46][C:43]([C:44]#[N:45])=[CH:42][CH:41]=3)=[C:4]([Cl:3])[CH:5]=4)[CH2:24][O:25][C@H:26]12, predict the reactants needed to synthesize it. (2) The reactants are: [NH2:1][C:2]1[C:7](C(O)=O)=[C:6]([C:11]2[CH:16]=[C:15]([O:17][CH3:18])[CH:14]=[C:13]([O:19][CH3:20])[CH:12]=2)[C:5]([C:21]2[C:26]([F:27])=[CH:25][C:24]([F:28])=[CH:23][C:22]=2[F:29])=[C:4]([CH3:30])[N:3]=1. Given the product [CH3:20][O:19][C:13]1[CH:12]=[C:11]([C:6]2[C:5]([C:21]3[C:26]([F:27])=[CH:25][C:24]([F:28])=[CH:23][C:22]=3[F:29])=[C:4]([CH3:30])[N:3]=[C:2]([NH2:1])[CH:7]=2)[CH:16]=[C:15]([O:17][CH3:18])[CH:14]=1, predict the reactants needed to synthesize it. (3) Given the product [CH3:43][O:42][C:40](=[O:39])[CH2:41][CH:7]1[C:8]2[C:13](=[CH:12][CH:11]=[CH:10][CH:9]=2)[C:14]2[CH:1]=[CH:2][CH:3]=[CH:4][C:5]=2[N:6]1[C:20](=[O:21])[C:19]1[CH:18]=[C:17]([C:16]([F:31])([F:30])[F:15])[CH:25]=[C:24]([C:26]([F:29])([F:28])[F:27])[CH:23]=1, predict the reactants needed to synthesize it. The reactants are: [CH:1]1[C:14]2[C:5](=[N:6][CH:7]=[C:8]3[C:13]=2[CH:12]=[CH:11][CH:10]=[CH:9]3)[CH:4]=[CH:3][CH:2]=1.[F:15][C:16]([F:31])([F:30])[C:17]1[CH:18]=[C:19]([CH:23]=[C:24]([C:26]([F:29])([F:28])[F:27])[CH:25]=1)[C:20](Cl)=[O:21].[Si]([O:39][C:40]([O:42][CH3:43])=[CH2:41])(C(C)(C)C)(C)C. (4) Given the product [CH3:22][N:23]1[CH2:28][CH2:27][N:26]([NH:29][C:2]2[CH:12]=[CH:11][C:5]([C:6]([O:8][CH2:9][CH3:10])=[O:7])=[CH:4][C:3]=2[N+:13]([O-:15])=[O:14])[CH2:25][CH2:24]1, predict the reactants needed to synthesize it. The reactants are: Cl[C:2]1[CH:12]=[CH:11][C:5]([C:6]([O:8][CH2:9][CH3:10])=[O:7])=[CH:4][C:3]=1[N+:13]([O-:15])=[O:14].C([O-])([O-])=O.[K+].[K+].[CH3:22][N:23]1[CH2:28][CH2:27][N:26]([NH2:29])[CH2:25][CH2:24]1. (5) Given the product [C:1]1([C:17]2[CH:22]=[CH:21][CH:20]=[CH:19][CH:18]=2)[CH:6]=[CH:5][C:4]([O:7][C:8]2[CH:13]=[CH:12][C:11]([NH2:14])=[CH:10][CH:9]=2)=[CH:3][CH:2]=1, predict the reactants needed to synthesize it. The reactants are: [C:1]1([C:17]2[CH:22]=[CH:21][CH:20]=[CH:19][CH:18]=2)[CH:6]=[CH:5][C:4]([O:7][C:8]2[CH:13]=[CH:12][C:11]([N+:14]([O-])=O)=[CH:10][CH:9]=2)=[CH:3][CH:2]=1. (6) Given the product [F:20][C:21]1[CH:22]=[C:23]([O:5][CH2:4][C:3]2[C:2]([F:1])=[CH:9][C:8]([C:10]3[CH:15]=[CH:14][C:13]([CH2:16][CH2:17][CH3:18])=[CH:12][CH:11]=3)=[CH:7][C:6]=2[F:19])[CH:24]=[C:25]([F:28])[C:26]=1[F:27], predict the reactants needed to synthesize it. The reactants are: [F:1][C:2]1[CH:9]=[C:8]([C:10]2[CH:15]=[CH:14][C:13]([CH2:16][CH2:17][CH3:18])=[CH:12][CH:11]=2)[CH:7]=[C:6]([F:19])[C:3]=1[CH2:4][OH:5].[F:20][C:21]1[CH:22]=[C:23](O)[CH:24]=[C:25]([F:28])[C:26]=1[F:27].C1(P(C2C=CC=CC=2)C2C=CC=CC=2)C=CC=CC=1.CC(OC(/N=N/C(OC(C)C)=O)=O)C.